From a dataset of Catalyst prediction with 721,799 reactions and 888 catalyst types from USPTO. Predict which catalyst facilitates the given reaction. (1) Reactant: F[C:2]1[CH:11]=[CH:10][C:5]([C:6]([O:8][CH3:9])=[O:7])=[CH:4][C:3]=1[N+:12]([O-:14])=[O:13].[NH2:15][CH2:16][CH:17]1[CH2:22][CH2:21][O:20][CH2:19][CH2:18]1.C(N(CC)CC)C. Product: [N+:12]([C:3]1[CH:4]=[C:5]([CH:10]=[CH:11][C:2]=1[NH:15][CH2:16][CH:17]1[CH2:22][CH2:21][O:20][CH2:19][CH2:18]1)[C:6]([O:8][CH3:9])=[O:7])([O-:14])=[O:13]. The catalyst class is: 14. (2) Reactant: Br[CH2:2][C:3]([O:5][CH2:6][CH3:7])=[O:4].[CH:8]1([NH2:11])[CH2:10][CH2:9]1.C([O-])([O-])=O.[K+].[K+].O. Product: [CH:8]1([NH:11][CH2:2][C:3]([O:5][CH2:6][CH3:7])=[O:4])[CH2:10][CH2:9]1. The catalyst class is: 3. (3) Reactant: [Cl:1][C:2]1[CH:3]=[CH:4][C:5]([F:33])=[C:6]([C:8]2[CH:17]=[C:16]([C:18]3[CH:19]=[N:20][CH:21]=[C:22]([C:24]#[C:25][Si](CC)(CC)CC)[CH:23]=3)[C:15]3[C:10](=[N:11][CH:12]=[CH:13][CH:14]=3)[N:9]=2)[CH:7]=1.[F-].C([N+](CCCC)(CCCC)CCCC)CCC.C(N(CC)CC)C.[N:59]([CH2:62][CH2:63][N:64]1[CH2:69][CH2:68][O:67][CH2:66][CH2:65]1)=[N+:60]=[N-:61]. Product: [Cl:1][C:2]1[CH:3]=[CH:4][C:5]([F:33])=[C:6]([C:8]2[CH:17]=[C:16]([C:18]3[CH:19]=[N:20][CH:21]=[C:22]([C:24]4[N:61]=[N:60][N:59]([CH2:62][CH2:63][N:64]5[CH2:65][CH2:66][O:67][CH2:68][CH2:69]5)[CH:25]=4)[CH:23]=3)[C:15]3[C:10](=[N:11][CH:12]=[CH:13][CH:14]=3)[N:9]=2)[CH:7]=1. The catalyst class is: 1.